From a dataset of Full USPTO retrosynthesis dataset with 1.9M reactions from patents (1976-2016). Predict the reactants needed to synthesize the given product. The reactants are: [CH3:1][C:2]1[CH:7]=[CH:6][CH:5]=[C:4]([CH3:8])[C:3]=1[NH:9][C:10](=[O:42])[CH2:11][N:12]1[CH2:17][CH2:16][N:15]([CH2:18][CH:19]([OH:41])[CH2:20][O:21][C:22]2[CH:23]=[CH:24][C:25]3[O:29][C:28]([C:30]4C=CC=C(C(F)(F)F)C=4)=[N:27][C:26]=3[CH:40]=2)[CH2:14][CH2:13]1.CC1OC2C=CC(OCC3CO3)=CC=2N=1. Given the product [CH3:1][C:2]1[CH:7]=[CH:6][CH:5]=[C:4]([CH3:8])[C:3]=1[NH:9][C:10](=[O:42])[CH2:11][N:12]1[CH2:17][CH2:16][N:15]([CH2:18][CH:19]([OH:41])[CH2:20][O:21][C:22]2[CH:23]=[CH:24][C:25]3[O:29][C:28]([CH3:30])=[N:27][C:26]=3[CH:40]=2)[CH2:14][CH2:13]1, predict the reactants needed to synthesize it.